This data is from Full USPTO retrosynthesis dataset with 1.9M reactions from patents (1976-2016). The task is: Predict the reactants needed to synthesize the given product. Given the product [NH:1]1[C:5]2=[N:6][CH:7]=[CH:8][CH:9]=[C:4]2[C:3]([CH:10]=[C:11]2[C:12](=[O:31])[CH:13]=[C:14]([NH:16][C:17]([C:20]3[CH:21]=[CH:22][CH:23]=[CH:24][CH:25]=3)([CH3:19])[CH3:18])[O:15]2)=[CH:2]1, predict the reactants needed to synthesize it. The reactants are: [NH:1]1[C:5]2=[N:6][CH:7]=[CH:8][CH:9]=[C:4]2[C:3]([CH:10]=[C:11]2[O:15][C:14]([NH:16][C:17]([C:20]3[CH:25]=[CH:24][CH:23]=[CH:22][CH:21]=3)([CH3:19])[CH3:18])=[C:13](C(OCC)=O)[C:12]2=[O:31])=[CH:2]1.[OH-].[K+].